This data is from Forward reaction prediction with 1.9M reactions from USPTO patents (1976-2016). The task is: Predict the product of the given reaction. (1) Given the reactants [CH:1]([O:4][C:5]1[C:14]([CH3:15])=[CH:13][CH:12]=[C:11]2[C:6]=1[CH2:7][C@@H:8]([CH:20]1[CH2:25][CH2:24][N:23]([C:26](=O)[CH:27]([C:30]3[CH:35]=[CH:34][CH:33]=[CH:32][CH:31]=3)[CH2:28][CH3:29])[CH2:22][CH2:21]1)[O:9][C@H:10]2[CH2:16][NH:17][CH:18]=O)([CH3:3])[CH3:2].C(Cl)Cl.[OH-].[Na+].O, predict the reaction product. The product is: [CH:1]([O:4][C:5]1[C:14]([CH3:15])=[CH:13][CH:12]=[C:11]2[C:6]=1[CH2:7][C@@H:8]([CH:20]1[CH2:21][CH2:22][N:23]([CH2:26][CH:27]([C:30]3[CH:31]=[CH:32][CH:33]=[CH:34][CH:35]=3)[CH2:28][CH3:29])[CH2:24][CH2:25]1)[O:9][C@H:10]2[CH2:16][NH:17][CH3:18])([CH3:2])[CH3:3]. (2) Given the reactants [OH:1][N:2]=[C:3](Cl)[C:4]1[CH:9]=[CH:8][CH:7]=[CH:6][CH:5]=1.[C:11]([O:15][CH3:16])(=[O:14])[CH:12]=[CH2:13].C(=O)(O)[O-].[Na+].O, predict the reaction product. The product is: [C:4]1([C:3]2[CH2:13][CH:12]([C:11]([O:15][CH3:16])=[O:14])[O:1][N:2]=2)[CH:9]=[CH:8][CH:7]=[CH:6][CH:5]=1. (3) Given the reactants Br[C:2]1[N:10]=[CH:9][N:8]=[C:7]2[C:3]=1[N:4]=[CH:5][NH:6]2.[Cl:11][C:12]1[CH:21]=[C:20]([CH:22]([NH2:24])[CH3:23])[C:19]([N:25]2[CH2:30][CH2:29][N:28]([CH2:31][CH2:32][O:33][CH3:34])[CH2:27][CH2:26]2)=[C:18]2[C:13]=1[CH:14]=[CH:15][CH:16]=[N:17]2.C(N(CC)C(C)C)(C)C, predict the reaction product. The product is: [Cl:11][C:12]1[CH:21]=[C:20]([CH:22]([NH:24][C:2]2[N:10]=[CH:9][N:8]=[C:7]3[C:3]=2[N:4]=[CH:5][NH:6]3)[CH3:23])[C:19]([N:25]2[CH2:30][CH2:29][N:28]([CH2:31][CH2:32][O:33][CH3:34])[CH2:27][CH2:26]2)=[C:18]2[C:13]=1[CH:14]=[CH:15][CH:16]=[N:17]2. (4) Given the reactants [H-].[Na+].[Cl:3][C:4]1[CH:9]=[C:8]([C:10]2[NH:11][C:12](=[S:22])[NH:13][C:14]=2[C:15]2[CH:20]=[CH:19][C:18]([F:21])=[CH:17][CH:16]=2)[CH:7]=[CH:6][N:5]=1.Cl[CH2:24][C:25]1[CH:30]=[CH:29][C:28]([S:31]([CH3:33])=[O:32])=[CH:27][CH:26]=1, predict the reaction product. The product is: [Cl:3][C:4]1[CH:9]=[C:8]([C:10]2[NH:11][C:12]([S:22][CH2:24][C:25]3[CH:30]=[CH:29][C:28]([S:31]([CH3:33])=[O:32])=[CH:27][CH:26]=3)=[N:13][C:14]=2[C:15]2[CH:20]=[CH:19][C:18]([F:21])=[CH:17][CH:16]=2)[CH:7]=[CH:6][N:5]=1.